Regression. Given a peptide amino acid sequence and an MHC pseudo amino acid sequence, predict their binding affinity value. This is MHC class I binding data. From a dataset of Peptide-MHC class I binding affinity with 185,985 pairs from IEDB/IMGT. (1) The peptide sequence is FAIVPPLQI. The MHC is HLA-C03:03 with pseudo-sequence HLA-C03:03. The binding affinity (normalized) is 1.00. (2) The peptide sequence is ALVAFKKQL. The MHC is H-2-Kb with pseudo-sequence H-2-Kb. The binding affinity (normalized) is 0.432.